From a dataset of Reaction yield outcomes from USPTO patents with 853,638 reactions. Predict the reaction yield, written as a fraction of the theoretical maximum amount of product (1.0 means a 100% yield; for example, 0.34 means a 34% yield). The reactants are [CH3:1][O:2][C:3](=[O:16])[CH2:4][O:5][C:6]1[CH:11]=[CH:10][C:9]([OH:12])=[CH:8][C:7]=1[N+:13]([O-:15])=[O:14].C(=O)([O-])[O-].[K+].[K+].[Br:23][CH2:24][CH2:25]Br. The catalyst is CN(C=O)C. The product is [CH3:1][O:2][C:3](=[O:16])[CH2:4][O:5][C:6]1[CH:11]=[CH:10][C:9]([O:12][CH2:25][CH2:24][Br:23])=[CH:8][C:7]=1[N+:13]([O-:15])=[O:14]. The yield is 0.690.